From a dataset of Reaction yield outcomes from USPTO patents with 853,638 reactions. Predict the reaction yield, written as a fraction of the theoretical maximum amount of product (1.0 means a 100% yield; for example, 0.34 means a 34% yield). (1) The reactants are Cl[C:2]1[N:3]=[C:4]([N:16]2[CH2:21][CH2:20][O:19][CH2:18][C@@H:17]2[CH3:22])[C:5]2[CH2:10][N:9]([C:11]([O:13][CH2:14][CH3:15])=[O:12])[CH2:8][C:6]=2[N:7]=1.[F:23][C:24]1[CH:30]=[C:29](B2OC(C)(C)C(C)(C)O2)[C:28]([F:40])=[CH:27][C:25]=1[NH2:26]. No catalyst specified. The product is [CH2:8]([NH:9][C:11](=[O:12])[NH:26][C:25]1[C:24]([F:23])=[CH:30][C:29]([C:2]2[N:3]=[C:4]([N:16]3[CH2:21][CH2:20][O:19][CH2:18][C@@H:17]3[CH3:22])[C:5]3[CH2:10][N:9]([C:11]([O:13][CH2:14][CH3:15])=[O:12])[CH2:8][C:6]=3[N:7]=2)=[C:28]([F:40])[CH:27]=1)[CH3:6]. The yield is 0.130. (2) The reactants are [CH:1]1[CH:2]=[CH:3][C:4]([C:23]([OH:25])=[O:24])=[C:5]([C:7]2[C:17]3[CH:18]=[CH:19][C:20]([OH:22])=[CH:21][C:16]=3[O:15][C:14]3[C:8]=2[CH:9]=[CH:10][C:11]([CH:13]=3)=[O:12])[CH:6]=1.C([O-])([O-])=O.[Cs+].[Cs+].[CH2:32](Br)[C:33]1[CH:38]=[CH:37][CH:36]=[CH:35][CH:34]=1. The catalyst is CC#N. The product is [CH2:32]([O:12][C:11]1[CH:10]=[CH:9][C:8]2[C:7]3([C:5]4[C:4](=[CH:3][CH:2]=[CH:1][CH:6]=4)[C:23](=[O:25])[O:24]3)[C:17]3[C:16]([O:15][C:14]=2[CH:13]=1)=[CH:21][C:20]([O:22][CH2:23][C:4]1[CH:5]=[CH:6][CH:1]=[CH:2][CH:3]=1)=[CH:19][CH:18]=3)[C:33]1[CH:38]=[CH:37][CH:36]=[CH:35][CH:34]=1. The yield is 0.500. (3) The reactants are [BH4-].[Na+].[F:3][C:4]1[CH:9]=[C:8]([I:10])[CH:7]=[CH:6][C:5]=1[N:11]1[C:16]([N:17]=[CH:18]N(C)C)=[CH:15][C:14](=[O:22])[N:13]([CH2:23][C:24]2[CH:29]=[CH:28][C:27]([O:30][CH3:31])=[CH:26][CH:25]=2)[C:12]1=[O:32].O.[Cl-].[NH4+]. The catalyst is C(O)(C)(C)C.C(O)C. The product is [F:3][C:4]1[CH:9]=[C:8]([I:10])[CH:7]=[CH:6][C:5]=1[N:11]1[C:16]([NH:17][CH3:18])=[CH:15][C:14](=[O:22])[N:13]([CH2:23][C:24]2[CH:25]=[CH:26][C:27]([O:30][CH3:31])=[CH:28][CH:29]=2)[C:12]1=[O:32]. The yield is 0.931. (4) The reactants are [C:1]1([CH2:7][CH2:8][CH2:9][C@H:10]([C@H:14]([OH:16])[CH3:15])[C:11]([OH:13])=O)[CH:6]=[CH:5][CH:4]=[CH:3][CH:2]=1.[O:17]1[CH2:22][CH2:21][CH2:20][CH2:19][CH:18]1[O:23][NH2:24].C(Cl)CCl. The catalyst is ClCCl. The product is [O:17]1[CH2:22][CH2:21][CH2:20][CH2:19][CH:18]1[O:23][NH:24][C:11](=[O:13])[C@H:10]([CH2:9][CH2:8][CH2:7][C:1]1[CH:2]=[CH:3][CH:4]=[CH:5][CH:6]=1)[C@H:14]([OH:16])[CH3:15]. The yield is 1.00. (5) The reactants are [CH3:1][CH:2]([CH3:46])[C@H:3]([NH:42][C:43](=[O:45])[O-:44])[C:4]([N:6]1[C@H:10]([C:11]2[NH:15][C:14]3[C:16]4[C:21]([CH:22]=[CH:23][C:13]=3[N:12]=2)=[CH:20][C:19]2[C:24]3[C:29]([CH2:30][O:31][C:18]=2[CH:17]=4)=[CH:28][C:27](B2OC(C)(C)C(C)(C)O2)=[CH:26][CH:25]=3)[CH2:9][CH2:8][C@@H:7]1[CH3:41])=[O:5].Br[C:48]1[NH:52][C:51]([C@@H:53]2[CH2:57][C@H:56]([CH3:58])[CH2:55][N:54]2[C:59]([O:61][C:62]([CH3:65])([CH3:64])[CH3:63])=[O:60])=[N:50][CH:49]=1.[C:66](=O)([O-])[O-].[K+].[K+]. The catalyst is CS(C)=O.[Pd].C1(P(C2C=CC=CC=2)C2C=CC=CC=2)C=CC=CC=1.C1(P(C2C=CC=CC=2)C2C=CC=CC=2)C=CC=CC=1.C1(P(C2C=CC=CC=2)C2C=CC=CC=2)C=CC=CC=1.C1(P(C2C=CC=CC=2)C2C=CC=CC=2)C=CC=CC=1.C1C=CC(P(C2C=CC=CC=2)[C-]2C=CC=C2)=CC=1.C1C=CC(P(C2C=CC=CC=2)[C-]2C=CC=C2)=CC=1.Cl[Pd]Cl.[Fe+2]. The product is [CH3:66][O:44][C:43]([NH:42][C@H:3]([C:4]([N:6]1[C@@H:7]([CH3:41])[CH2:8][CH2:9][C@H:10]1[C:11]1[NH:15][C:14]2[C:16]3[C:21]([CH:22]=[CH:23][C:13]=2[N:12]=1)=[CH:20][C:19]1[C:24]2[C:29]([CH2:30][O:31][C:18]=1[CH:17]=3)=[CH:28][C:27]([C:48]1[NH:52][C:51]([C@@H:53]3[CH2:57][C@H:56]([CH3:58])[CH2:55][N:54]3[C:59]([O:61][C:62]([CH3:65])([CH3:64])[CH3:63])=[O:60])=[N:50][CH:49]=1)=[CH:26][CH:25]=2)=[O:5])[CH:2]([CH3:1])[CH3:46])=[O:45]. The yield is 0.630.